From a dataset of Reaction yield outcomes from USPTO patents with 853,638 reactions. Predict the reaction yield, written as a fraction of the theoretical maximum amount of product (1.0 means a 100% yield; for example, 0.34 means a 34% yield). The reactants are [Br:1][C:2]1[C:3](=[O:16])[N:4]([C:10]2[CH:15]=[CH:14][CH:13]=[CH:12][CH:11]=2)[N:5]([CH3:9])[C:6]=1[CH2:7]Br.Cl.[C:18]([C:20]1([C:26]2[CH:31]=[CH:30][CH:29]=[CH:28][CH:27]=2)[CH2:25][CH2:24][NH:23][CH2:22][CH2:21]1)#[N:19].C(N(C(C)C)CC)(C)C. The catalyst is C(#N)C. The product is [Br:1][C:2]1[C:3](=[O:16])[N:4]([C:10]2[CH:15]=[CH:14][CH:13]=[CH:12][CH:11]=2)[N:5]([CH3:9])[C:6]=1[CH2:7][N:23]1[CH2:22][CH2:21][C:20]([C:26]2[CH:31]=[CH:30][CH:29]=[CH:28][CH:27]=2)([C:18]#[N:19])[CH2:25][CH2:24]1. The yield is 0.740.